Dataset: Peptide-MHC class I binding affinity with 185,985 pairs from IEDB/IMGT. Task: Regression. Given a peptide amino acid sequence and an MHC pseudo amino acid sequence, predict their binding affinity value. This is MHC class I binding data. The binding affinity (normalized) is 0.0474. The MHC is HLA-B15:03 with pseudo-sequence HLA-B15:03. The peptide sequence is MVRLPYKDA.